From a dataset of Full USPTO retrosynthesis dataset with 1.9M reactions from patents (1976-2016). Predict the reactants needed to synthesize the given product. (1) Given the product [C:1]([O:5][C:6]([N:8]1[CH2:13][CH2:12][CH:11]([O:14][C:21]2[CH:20]=[CH:19][C:18]([N+:15]([O-:17])=[O:16])=[CH:28][C:22]=2[C:23]([O:25][CH2:26][CH3:27])=[O:24])[CH2:10][CH2:9]1)=[O:7])([CH3:4])([CH3:2])[CH3:3], predict the reactants needed to synthesize it. The reactants are: [C:1]([O:5][C:6]([N:8]1[CH2:13][CH2:12][CH:11]([OH:14])[CH2:10][CH2:9]1)=[O:7])([CH3:4])([CH3:3])[CH3:2].[N+:15]([C:18]1[CH:28]=[C:22]([C:23]([O:25][CH2:26][CH3:27])=[O:24])[C:21](O)=[CH:20][CH:19]=1)([O-:17])=[O:16].C1(P(C2C=CC=CC=2)C2C=CC=CC=2)C=CC=CC=1.N(C(OCC)=O)=NC(OCC)=O. (2) Given the product [C:1](=[O:11])([S:6][C:7]([CH3:10])([CH3:9])[CH3:8])[O:2][CH:3]([O:17][C:12](=[O:16])[CH:13]([CH3:15])[CH3:14])[CH3:4], predict the reactants needed to synthesize it. The reactants are: [C:1](=[O:11])([S:6][C:7]([CH3:10])([CH3:9])[CH3:8])[O:2][CH:3](Cl)[CH3:4].[C:12]([OH:17])(=[O:16])[CH:13]([CH3:15])[CH3:14].C(N(C(C)C)CC)(C)C. (3) Given the product [Cl:32][C:33]1[CH:34]=[CH:35][C:36]([N:39]2[CH2:44][CH2:43][N:42]([C:22]([C:21]3[CH:20]=[CH:19][C:18]([C:16]4[CH:15]=[N:14][C:10]5[NH:11][CH2:12][CH2:13][N:8]([CH2:7][C:6]6[CH:27]=[C:2]([Cl:1])[CH:3]=[CH:4][C:5]=6[C:28]([F:30])([F:29])[F:31])[C:9]=5[CH:17]=4)=[CH:26][CH:25]=3)=[O:23])[CH2:41][CH2:40]2)=[CH:37][CH:38]=1, predict the reactants needed to synthesize it. The reactants are: [Cl:1][C:2]1[CH:3]=[CH:4][C:5]([C:28]([F:31])([F:30])[F:29])=[C:6]([CH:27]=1)[CH2:7][N:8]1[CH2:13][CH2:12][NH:11][C:10]2[N:14]=[CH:15][C:16]([C:18]3[CH:26]=[CH:25][C:21]([C:22](O)=[O:23])=[CH:20][CH:19]=3)=[CH:17][C:9]1=2.[Cl:32][C:33]1[CH:38]=[CH:37][C:36]([N:39]2[CH2:44][CH2:43][NH:42][CH2:41][CH2:40]2)=[CH:35][CH:34]=1. (4) Given the product [CH2:43]([O:42][C:38](=[O:41])[CH2:37][CH2:36][NH:33][CH2:34][CH:17]1[N:18]([C:20]([O:22][C:23]([CH3:25])([CH3:24])[CH3:26])=[O:21])[CH2:19][C:8]2[N:7]([CH2:6][C:5]3[CH:4]=[CH:3][C:2]([F:1])=[CH:30][CH:29]=3)[C:15]3[C:10]([C:9]=2[CH2:16]1)=[CH:11][CH:12]=[CH:13][CH:14]=3)[CH3:44], predict the reactants needed to synthesize it. The reactants are: [F:1][C:2]1[CH:30]=[CH:29][C:5]([CH2:6][N:7]2[C:15]3[C:10](=[CH:11][CH:12]=[CH:13][CH:14]=3)[C:9]3[CH2:16][C@@H:17](CO)[N:18]([C:20]([O:22][C:23]([CH3:26])([CH3:25])[CH3:24])=[O:21])[CH2:19][C:8]2=3)=[CH:4][CH:3]=1.CC[N:33]([CH2:36][CH3:37])[CH2:34]C.[C:38]([O:42][CH2:43][CH3:44])(=[O:41])C=C. (5) Given the product [CH2:39]([O:38][C:36]([N:25]1[CH2:24][CH2:23][S:22][C@H:21]1[C:19](=[O:20])[NH:18][C:15]1[S:16][CH:17]=[C:13]([C:10]2[CH:9]=[CH:8][C:7]([C:5](=[O:6])[NH:4][CH:1]3[CH2:3][CH2:2]3)=[CH:12][CH:11]=2)[N:14]=1)=[O:37])[C:40]1[CH:45]=[CH:44][CH:43]=[CH:42][CH:41]=1, predict the reactants needed to synthesize it. The reactants are: [CH:1]1([NH:4][C:5]([C:7]2[CH:12]=[CH:11][C:10]([C:13]3[N:14]=[C:15]([NH:18][C:19]([C@H:21]4[NH:25][CH2:24][CH2:23][S:22]4)=[O:20])[S:16][CH:17]=3)=[CH:9][CH:8]=2)=[O:6])[CH2:3][CH2:2]1.CCN(C(C)C)C(C)C.Cl[C:36]([O:38][CH2:39][C:40]1[CH:45]=[CH:44][CH:43]=[CH:42][CH:41]=1)=[O:37]. (6) Given the product [Cl:1][C:2]1[CH:7]=[CH:6][C:5]([CH2:8]/[C:9](/[C:29]2[CH:30]=[C:31]([CH:32]=[CH:33][CH:34]=2)[C:35]([NH2:36])=[O:38])=[C:10](/[NH:12][C:13](=[O:28])[C:14]([CH3:15])([O:16][C:17]2[CH:22]=[CH:21][C:20]([C:23]([F:25])([F:26])[F:24])=[CH:19][N:18]=2)[CH3:27])\[CH3:11])=[CH:4][CH:3]=1, predict the reactants needed to synthesize it. The reactants are: [Cl:1][C:2]1[CH:7]=[CH:6][C:5]([CH2:8]/[C:9](/[C:29]2[CH:34]=[CH:33][CH:32]=[C:31]([C:35]#[N:36])[CH:30]=2)=[C:10](/[NH:12][C:13](=[O:28])[C:14]([CH3:27])([O:16][C:17]2[CH:22]=[CH:21][C:20]([C:23]([F:26])([F:25])[F:24])=[CH:19][N:18]=2)[CH3:15])\[CH3:11])=[CH:4][CH:3]=1.C([O-])([O-])=[O:38].[K+].[K+].CS(C)=O.OO. (7) Given the product [Br:21][C:22]1[CH:26]=[CH:25][S:24][C:23]=1[C:27]([N:11]1[CH2:12][CH2:13][N:8]([CH2:1][C:2]2[CH:3]=[CH:4][CH:5]=[CH:6][CH:7]=2)[CH2:9][C@H:10]1[CH2:14][C:15]1[CH:20]=[CH:19][CH:18]=[CH:17][CH:16]=1)=[O:28], predict the reactants needed to synthesize it. The reactants are: [CH2:1]([N:8]1[CH2:13][CH2:12][NH:11][C@H:10]([CH2:14][C:15]2[CH:20]=[CH:19][CH:18]=[CH:17][CH:16]=2)[CH2:9]1)[C:2]1[CH:7]=[CH:6][CH:5]=[CH:4][CH:3]=1.[Br:21][C:22]1[CH:26]=[CH:25][S:24][C:23]=1[C:27](O)=[O:28].CCN=C=NCCCN(C)C.C1C=CC2N(O)N=NC=2C=1. (8) Given the product [C:11]([O:15][C:16]([N:18]1[CH2:23][CH2:22][N:21]([C:2]2[O:3][C:4]3[CH:10]=[CH:9][CH:8]=[CH:7][C:5]=3[N:6]=2)[CH2:20][CH2:19]1)=[O:17])([CH3:14])([CH3:12])[CH3:13], predict the reactants needed to synthesize it. The reactants are: Cl[C:2]1[O:3][C:4]2[CH:10]=[CH:9][CH:8]=[CH:7][C:5]=2[N:6]=1.[C:11]([O:15][C:16]([N:18]1[CH2:23][CH2:22][NH:21][CH2:20][CH2:19]1)=[O:17])([CH3:14])([CH3:13])[CH3:12].C(=O)([O-])[O-].[K+].[K+]. (9) Given the product [ClH:31].[CH3:22][O:21][C:18]1[CH:19]=[CH:20][C:15]([C:14]([CH:11]2[CH2:12][CH2:13][NH:8][CH2:9][CH2:10]2)=[O:24])=[CH:16][C:17]=1[CH3:23], predict the reactants needed to synthesize it. The reactants are: C(OC([N:8]1[CH2:13][CH2:12][CH:11]([C:14](=[O:24])[C:15]2[CH:20]=[CH:19][C:18]([O:21][CH3:22])=[C:17]([CH3:23])[CH:16]=2)[CH2:10][CH2:9]1)=O)(C)(C)C.O1CCOCC1.[ClH:31]. (10) Given the product [C:1]1([C:17]2[CH:22]=[CH:21][CH:20]=[CH:19][CH:18]=2)[C:2]([C:7]([N:9]2[CH2:13][C@H:12]([OH:14])[CH2:11][C@H:10]2[CH2:15][N:27]2[C:23](=[O:33])[C:24]3[C:25](=[CH:29][CH:30]=[CH:31][CH:32]=3)[C:26]2=[O:28])=[O:8])=[CH:3][CH:4]=[CH:5][CH:6]=1.[C:47]1([P:40](=[O:56])([C:34]2[CH:35]=[CH:36][CH:37]=[CH:38][CH:39]=2)[C:41]2[CH:46]=[CH:45][CH:44]=[CH:43][CH:42]=2)[CH:48]=[CH:49][CH:50]=[CH:51][CH:52]=1, predict the reactants needed to synthesize it. The reactants are: [C:1]1([C:17]2[CH:22]=[CH:21][CH:20]=[CH:19][CH:18]=2)[CH:6]=[CH:5][CH:4]=[CH:3][C:2]=1[C:7]([N:9]1[CH2:13][C@H:12]([OH:14])[CH2:11][C@H:10]1[CH2:15]O)=[O:8].[C:23]1(=[O:33])[NH:27][C:26](=[O:28])[C:25]2=[CH:29][CH:30]=[CH:31][CH:32]=[C:24]12.[C:34]1([P:40]([C:47]2[CH:52]=[CH:51][CH:50]=[CH:49][CH:48]=2)[C:41]2[CH:46]=[CH:45][CH:44]=[CH:43][CH:42]=2)[CH:39]=[CH:38][CH:37]=[CH:36][CH:35]=1.CC([O:56]C(/N=N/C(OC(C)C)=O)=O)C.